This data is from NCI-60 drug combinations with 297,098 pairs across 59 cell lines. The task is: Regression. Given two drug SMILES strings and cell line genomic features, predict the synergy score measuring deviation from expected non-interaction effect. (1) Drug 1: C1CN1P(=S)(N2CC2)N3CC3. Drug 2: CN(C(=O)NC(C=O)C(C(C(CO)O)O)O)N=O. Cell line: ACHN. Synergy scores: CSS=47.7, Synergy_ZIP=-1.45, Synergy_Bliss=-1.65, Synergy_Loewe=-46.1, Synergy_HSA=-1.27. (2) Drug 1: C1=CC(=CC=C1C#N)C(C2=CC=C(C=C2)C#N)N3C=NC=N3. Drug 2: C1CNP(=O)(OC1)N(CCCl)CCCl. Cell line: PC-3. Synergy scores: CSS=-4.44, Synergy_ZIP=3.26, Synergy_Bliss=0.594, Synergy_Loewe=-3.82, Synergy_HSA=-7.31. (3) Drug 1: CCC1=CC2CC(C3=C(CN(C2)C1)C4=CC=CC=C4N3)(C5=C(C=C6C(=C5)C78CCN9C7C(C=CC9)(C(C(C8N6C)(C(=O)OC)O)OC(=O)C)CC)OC)C(=O)OC.C(C(C(=O)O)O)(C(=O)O)O. Drug 2: COCCOC1=C(C=C2C(=C1)C(=NC=N2)NC3=CC=CC(=C3)C#C)OCCOC.Cl. Cell line: HT29. Synergy scores: CSS=66.1, Synergy_ZIP=5.03, Synergy_Bliss=5.70, Synergy_Loewe=-20.8, Synergy_HSA=3.81. (4) Drug 1: CCN(CC)CCNC(=O)C1=C(NC(=C1C)C=C2C3=C(C=CC(=C3)F)NC2=O)C. Drug 2: C1CC(=O)NC(=O)C1N2C(=O)C3=CC=CC=C3C2=O. Cell line: SW-620. Synergy scores: CSS=0.113, Synergy_ZIP=-0.976, Synergy_Bliss=-2.40, Synergy_Loewe=-2.81, Synergy_HSA=-2.48. (5) Drug 1: C1CC(=O)NC(=O)C1N2CC3=C(C2=O)C=CC=C3N. Drug 2: C1=C(C(=O)NC(=O)N1)F. Cell line: U251. Synergy scores: CSS=46.6, Synergy_ZIP=-3.32, Synergy_Bliss=-5.14, Synergy_Loewe=-10.5, Synergy_HSA=-1.82. (6) Drug 1: COC1=NC(=NC2=C1N=CN2C3C(C(C(O3)CO)O)O)N. Drug 2: COC1=C2C(=CC3=C1OC=C3)C=CC(=O)O2. Cell line: RXF 393. Synergy scores: CSS=1.44, Synergy_ZIP=1.37, Synergy_Bliss=4.18, Synergy_Loewe=2.30, Synergy_HSA=1.77. (7) Synergy scores: CSS=-2.17, Synergy_ZIP=2.29, Synergy_Bliss=3.72, Synergy_Loewe=-0.153, Synergy_HSA=0.210. Drug 2: CN(C(=O)NC(C=O)C(C(C(CO)O)O)O)N=O. Cell line: SN12C. Drug 1: CC12CCC3C(C1CCC2O)C(CC4=C3C=CC(=C4)O)CCCCCCCCCS(=O)CCCC(C(F)(F)F)(F)F. (8) Drug 1: CCCCCOC(=O)NC1=NC(=O)N(C=C1F)C2C(C(C(O2)C)O)O. Drug 2: CC(C)(C#N)C1=CC(=CC(=C1)CN2C=NC=N2)C(C)(C)C#N. Cell line: HCT116. Synergy scores: CSS=-4.68, Synergy_ZIP=6.44, Synergy_Bliss=9.41, Synergy_Loewe=-1.70, Synergy_HSA=-0.918. (9) Synergy scores: CSS=37.7, Synergy_ZIP=5.74, Synergy_Bliss=9.93, Synergy_Loewe=-50.8, Synergy_HSA=9.07. Drug 1: COC1=C(C=C2C(=C1)N=CN=C2NC3=CC(=C(C=C3)F)Cl)OCCCN4CCOCC4. Cell line: SF-268. Drug 2: CC1C(C(CC(O1)OC2CC(OC(C2O)C)OC3=CC4=CC5=C(C(=O)C(C(C5)C(C(=O)C(C(C)O)O)OC)OC6CC(C(C(O6)C)O)OC7CC(C(C(O7)C)O)OC8CC(C(C(O8)C)O)(C)O)C(=C4C(=C3C)O)O)O)O. (10) Drug 2: CC1CCCC2(C(O2)CC(NC(=O)CC(C(C(=O)C(C1O)C)(C)C)O)C(=CC3=CSC(=N3)C)C)C. Drug 1: C1=C(C(=O)NC(=O)N1)F. Cell line: UO-31. Synergy scores: CSS=25.4, Synergy_ZIP=-1.11, Synergy_Bliss=-3.07, Synergy_Loewe=-2.32, Synergy_HSA=-2.32.